Dataset: Catalyst prediction with 721,799 reactions and 888 catalyst types from USPTO. Task: Predict which catalyst facilitates the given reaction. (1) Reactant: [CH3:1][N:2]1[C:7]2[CH2:8][CH2:9][CH2:10][C:6]=2[C:5](=[S:11])[NH:4][C:3]1=[O:12].I[CH3:14].Cl. Product: [CH3:1][N:2]1[C:7]2[CH2:8][CH2:9][CH2:10][C:6]=2[C:5]([S:11][CH3:14])=[N:4][C:3]1=[O:12]. The catalyst class is: 74. (2) Reactant: Cl[C:2]1[CH:3]=[CH:4][C:5]([N:8]2[CH:12]=[C:11]([CH2:13][CH2:14][CH2:15][O:16][C:17]3[C:22]([O:23][CH3:24])=[CH:21][CH:20]=[CH:19][C:18]=3[CH2:25][C:26]([O:28]C)=[O:27])[C:10]([CH:30]([CH3:32])[CH3:31])=[N:9]2)=[N:6][CH:7]=1. Product: [CH:30]([C:10]1[C:11]([CH2:13][CH2:14][CH2:15][O:16][C:17]2[C:22]([O:23][CH3:24])=[CH:21][CH:20]=[CH:19][C:18]=2[CH2:25][C:26]([OH:28])=[O:27])=[CH:12][N:8]([C:5]2[CH:4]=[CH:3][CH:2]=[CH:7][N:6]=2)[N:9]=1)([CH3:32])[CH3:31]. The catalyst class is: 349.